Dataset: Catalyst prediction with 721,799 reactions and 888 catalyst types from USPTO. Task: Predict which catalyst facilitates the given reaction. (1) Reactant: Cl.[NH2:2][CH2:3][C:4]1([OH:10])[CH2:9][CH2:8][CH2:7][CH2:6][CH2:5]1.C(N(CC)CC)C.N1C=CC=C[C:19]=1[O:24]C(=O)OC1C=CC=CN=1. Product: [O:10]1[C:4]2([CH2:9][CH2:8][CH2:7][CH2:6][CH2:5]2)[CH2:3][NH:2][C:19]1=[O:24]. The catalyst class is: 96. (2) Reactant: [P:1]([O-:13])([O:8][C:9]([CH3:12])([CH3:11])[CH3:10])([O:3][C:4]([CH3:7])([CH3:6])[CH3:5])=[O:2].[K+].C(=O)(O)[O-].[Na+].S([O-])([O-])(=O)=O.C([NH3+])CCC.C([NH3+])CCC.[Cl:35][CH2:36]OS(Cl)(=O)=O. Product: [P:1]([O:13][CH2:36][Cl:35])([O:3][C:4]([CH3:6])([CH3:7])[CH3:5])([O:8][C:9]([CH3:12])([CH3:11])[CH3:10])=[O:2]. The catalyst class is: 34.